From a dataset of Full USPTO retrosynthesis dataset with 1.9M reactions from patents (1976-2016). Predict the reactants needed to synthesize the given product. (1) Given the product [C:8]([C:10]1[CH:11]=[C:12]([CH:17]=[CH:18][C:19]=1[N:3]1[CH2:4][CH2:5][CH2:6][CH2:7][CH:2]1[CH3:1])[C:13]([OH:15])=[O:14])#[N:9], predict the reactants needed to synthesize it. The reactants are: [CH3:1][CH:2]1[CH2:7][CH2:6][CH2:5][CH2:4][NH:3]1.[C:8]([C:10]1[CH:11]=[C:12]([CH:17]=[CH:18][C:19]=1F)[C:13]([O:15]C)=[O:14])#[N:9].[Li+].[OH-]. (2) Given the product [CH:31]1([C:6]2[CH:5]=[C:4]([N+:1]([O-:3])=[O:2])[CH:9]=[C:8]([N+:10]([O-:12])=[O:11])[CH:7]=2)[CH2:32][CH2:27]1, predict the reactants needed to synthesize it. The reactants are: [N+:1]([C:4]1[CH:5]=[C:6](Br)[CH:7]=[C:8]([N+:10]([O-:12])=[O:11])[CH:9]=1)([O-:3])=[O:2].C1(P([CH:27]2[CH2:32][CH2:31]CCC2)C2CCCCC2)CCCCC1.C(=O)([O-])[O-].[Cs+].[Cs+].B1(C2CC2)OC(=O)CN(C)CC(=O)O1.C([O-])([O-])=O.[K+].[K+]. (3) Given the product [CH3:1][O:2][CH2:3][C:4]1[C:8]([C:9]([N:31]2[CH2:32][CH2:33][CH:28]([N:23]3[CH2:27][CH2:26][CH2:25][CH2:24]3)[CH2:29][CH2:30]2)=[O:10])=[C:7]([CH3:12])[N:6]([C:13]2[CH:18]=[CH:17][CH:16]=[C:15]([C:19]([F:21])([F:20])[F:22])[CH:14]=2)[N:5]=1, predict the reactants needed to synthesize it. The reactants are: [CH3:1][O:2][CH2:3][C:4]1[C:8]([C:9](O)=[O:10])=[C:7]([CH3:12])[N:6]([C:13]2[CH:18]=[CH:17][CH:16]=[C:15]([C:19]([F:22])([F:21])[F:20])[CH:14]=2)[N:5]=1.[N:23]1([CH:28]2[CH2:33][CH2:32][NH:31][CH2:30][CH2:29]2)[CH2:27][CH2:26][CH2:25][CH2:24]1. (4) Given the product [F:1][C:2]1[CH:3]=[CH:4][C:5]([CH:8]2[C:13]3=[N:14][NH:15][C:16](=[O:21])[C:17]4[CH:18]=[CH:19][CH:20]=[C:11]([C:12]=43)[NH:10][CH:9]2[C:22]2[CH:23]=[CH:24][C:25]([CH2:26][N:33]3[CH2:34][CH2:35][N:30]([C:36]([O:38][C:39]([CH3:42])([CH3:41])[CH3:40])=[O:37])[CH2:31][CH2:32]3)=[CH:28][CH:29]=2)=[CH:6][CH:7]=1, predict the reactants needed to synthesize it. The reactants are: [F:1][C:2]1[CH:7]=[CH:6][C:5]([CH:8]2[C:13]3=[N:14][NH:15][C:16](=[O:21])[C:17]4[CH:18]=[CH:19][CH:20]=[C:11]([C:12]=43)[NH:10][CH:9]2[C:22]2[CH:29]=[CH:28][C:25]([CH:26]=O)=[CH:24][CH:23]=2)=[CH:4][CH:3]=1.[N:30]1([C:36]([O:38][C:39]([CH3:42])([CH3:41])[CH3:40])=[O:37])[CH2:35][CH2:34][NH:33][CH2:32][CH2:31]1.C(O)(=O)C.C(O[BH-](OC(=O)C)OC(=O)C)(=O)C.[Na+]. (5) Given the product [C:11]1([C:9]2[N:1]3[CH:6]=[CH:5][CH:4]=[CH:3][C:2]3=[CH:7][N:8]=2)[C:20]2[C:15](=[CH:16][CH:17]=[CH:18][CH:19]=2)[CH:14]=[CH:13][CH:12]=1, predict the reactants needed to synthesize it. The reactants are: [N:1]1[CH:6]=[CH:5][CH:4]=[CH:3][C:2]=1[CH2:7][NH:8][C:9]([C:11]1[C:20]2[C:15](=[CH:16][CH:17]=[CH:18][CH:19]=2)[CH:14]=[CH:13][CH:12]=1)=O.O=P(Cl)(Cl)Cl.C(=O)([O-])[O-].[K+].[K+]. (6) Given the product [NH2:1][C:4]1[CH:9]=[C:8]([C:10]([F:11])([F:12])[F:13])[CH:7]=[CH:6][C:5]=1[OH:14], predict the reactants needed to synthesize it. The reactants are: [N+:1]([C:4]1[CH:9]=[C:8]([C:10]([F:13])([F:12])[F:11])[CH:7]=[CH:6][C:5]=1[OH:14])([O-])=O.CO.